This data is from Forward reaction prediction with 1.9M reactions from USPTO patents (1976-2016). The task is: Predict the product of the given reaction. (1) Given the reactants [NH2:1][C:2]1[NH:11][C:10](=[O:12])[C:9]2[C:4](=[C:5]([CH2:13][O:14][CH3:15])[CH:6]=[CH:7][CH:8]=2)[N:3]=1.[CH3:16][C:17](OC(C)=O)=[O:18], predict the reaction product. The product is: [CH3:15][O:14][CH2:13][C:5]1[CH:6]=[CH:7][CH:8]=[C:9]2[C:4]=1[N:3]=[C:2]([NH:1][C:17](=[O:18])[CH3:16])[NH:11][C:10]2=[O:12]. (2) Given the reactants [CH2:1]([O:3][C:4](=[O:29])[CH2:5][CH2:6][O:7][CH2:8][C:9]([NH2:28])([CH2:19][O:20][CH2:21][CH2:22][C:23]([O:25][CH2:26][CH3:27])=[O:24])[CH2:10][O:11][CH2:12][CH2:13][C:14]([O:16][CH2:17][CH3:18])=[O:15])[CH3:2].[C:30]([NH:40][CH2:41][CH2:42][C:43](O)=[O:44])([O:32][CH2:33][C:34]1[CH:39]=[CH:38][CH:37]=[CH:36][CH:35]=1)=[O:31].C(N=C=NCCCN(C)C)C, predict the reaction product. The product is: [CH2:17]([O:16][C:14](=[O:15])[CH2:13][CH2:12][O:11][CH2:10][C:9]([NH:28][C:43](=[O:44])[CH2:42][CH2:41][NH:40][C:30]([O:32][CH2:33][C:34]1[CH:35]=[CH:36][CH:37]=[CH:38][CH:39]=1)=[O:31])([CH2:19][O:20][CH2:21][CH2:22][C:23]([O:25][CH2:26][CH3:27])=[O:24])[CH2:8][O:7][CH2:6][CH2:5][C:4]([O:3][CH2:1][CH3:2])=[O:29])[CH3:18]. (3) Given the reactants [Cl:1][C:2]1[CH:7]=[CH:6][C:5]([S:8]([NH:11][CH:12]2[CH2:17][CH2:16][CH2:15][CH2:14][CH:13]2[OH:18])(=[O:10])=[O:9])=[CH:4][CH:3]=1.Br[CH2:20][C:21]1[CH:30]=[CH:29][C:24]([C:25]([O:27][CH3:28])=[O:26])=[C:23]([F:31])[C:22]=1[F:32].C([O-])([O-])=O.[K+].[K+], predict the reaction product. The product is: [Cl:1][C:2]1[CH:7]=[CH:6][C:5]([S:8]([N:11]([CH2:20][C:21]2[CH:30]=[CH:29][C:24]([C:25]([O:27][CH3:28])=[O:26])=[C:23]([F:31])[C:22]=2[F:32])[CH:12]2[CH2:17][CH2:16][CH2:15][CH2:14][CH:13]2[OH:18])(=[O:9])=[O:10])=[CH:4][CH:3]=1. (4) Given the reactants Cl.[C:2]1(=[O:13])[C:7]2([CH2:12][CH2:11][NH:10][CH2:9][CH2:8]2)[CH2:6][CH2:5][CH2:4][NH:3]1.C(N(CC)CC)C.[F:21][C:22]1[CH:23]=[C:24]([S:32](Cl)(=[O:34])=[O:33])[CH:25]=[C:26]([C:28]([F:31])([F:30])[F:29])[CH:27]=1, predict the reaction product. The product is: [F:21][C:22]1[CH:23]=[C:24]([S:32]([N:10]2[CH2:11][CH2:12][C:7]3([C:2](=[O:13])[NH:3][CH2:4][CH2:5][CH2:6]3)[CH2:8][CH2:9]2)(=[O:33])=[O:34])[CH:25]=[C:26]([C:28]([F:30])([F:29])[F:31])[CH:27]=1.